Dataset: Full USPTO retrosynthesis dataset with 1.9M reactions from patents (1976-2016). Task: Predict the reactants needed to synthesize the given product. (1) Given the product [CH3:17][O:18][C:19]([C:20]1[CH:25]=[CH:24][C:23]([C:2]2[CH:7]=[CH:6][C:5]([S:8](=[O:10])(=[O:9])[N:11]([C:13]([CH3:16])([CH3:15])[CH3:14])[CH3:12])=[CH:4][CH:3]=2)=[CH:22][CH:21]=1)=[O:35], predict the reactants needed to synthesize it. The reactants are: Br[C:2]1[CH:7]=[CH:6][C:5]([S:8]([N:11]([C:13]([CH3:16])([CH3:15])[CH3:14])[CH3:12])(=[O:10])=[O:9])=[CH:4][CH:3]=1.[CH3:17][O:18][C:19](=[O:35])[C:20]1[CH:25]=[CH:24][C:23](B2OC(C)(C)C(C)(C)O2)=[CH:22][CH:21]=1.C1(P(C2CCCCC2)C2CCCCC2)CCCCC1.[F-].[Cs+]. (2) Given the product [CH3:1][CH:2]1[CH2:7][CH:6]([CH3:8])[N:5]2[CH2:9][CH2:10][CH2:11][N:12]=[C:4]2[NH:3]1, predict the reactants needed to synthesize it. The reactants are: [CH3:1][CH:2]1[CH2:7][CH:6]([CH3:8])[N:5]2[CH:9]=[CH:10][CH:11]=[N:12][C:4]2=[N:3]1. (3) Given the product [NH2:17][C:14]1[CH:13]=[CH:12][C:11]([C:3]2([CH2:2][CH3:1])[CH2:4][CH2:5][C:6](=[O:7])[NH:8][C:9]2=[O:10])=[CH:16][C:15]=1[I:18], predict the reactants needed to synthesize it. The reactants are: [CH3:1][CH2:2][C:3]1([C:11]2[CH:12]=[CH:13][C:14]([NH2:17])=[CH:15][CH:16]=2)[C:9](=[O:10])[NH:8][C:6](=[O:7])[CH2:5][CH2:4]1.[I-:18].[K+].II.